The task is: Predict which catalyst facilitates the given reaction.. This data is from Catalyst prediction with 721,799 reactions and 888 catalyst types from USPTO. (1) Reactant: [Br:1][C:2]1[CH:3]=[CH:4][CH:5]=[C:6]2[C:10]=1[NH:9][C:8]([C:11]([O:13][CH2:14][CH3:15])=[O:12])=[C:7]2[CH2:16][CH2:17][CH:18]=O.[CH2:20]([NH:22][C:23]1[C:32]2[C:27](=[CH:28][CH:29]=[CH:30][CH:31]=2)[CH:26]=[CH:25][CH:24]=1)[CH3:21].C(O[BH-](OC(=O)C)OC(=O)C)(=O)C.[Na+]. Product: [Br:1][C:2]1[CH:3]=[CH:4][CH:5]=[C:6]2[C:10]=1[NH:9][C:8]([C:11]([O:13][CH2:14][CH3:15])=[O:12])=[C:7]2[CH2:16][CH2:17][CH2:18][N:22]([CH2:20][CH3:21])[C:23]1[C:32]2[C:27](=[CH:28][CH:29]=[CH:30][CH:31]=2)[CH:26]=[CH:25][CH:24]=1. The catalyst class is: 96. (2) Reactant: Cl[CH2:2][CH2:3][CH2:4][N:5]1[C:10]2[CH:11]=[CH:12][CH:13]=[CH:14][C:9]=2[O:8][CH2:7][C:6]1=[O:15].[C:16]([O-:19])([O-])=O.[K+].[K+].[Na+].[I-].[CH2:24]([CH:28]1[CH2:33][CH2:32][NH:31][CH2:30][CH2:29]1)[CH2:25][CH2:26][CH3:27]. Product: [CH2:24]([CH:28]1[CH2:33][CH2:32][N:31]([CH2:2][CH2:3][CH2:4][N:5]2[C:10]3[CH:11]=[C:12]([O:19][CH3:16])[CH:13]=[CH:14][C:9]=3[O:8][CH2:7][C:6]2=[O:15])[CH2:30][CH2:29]1)[CH2:25][CH2:26][CH3:27]. The catalyst class is: 23. (3) Reactant: [F:1][C:2]1[CH:3]=[C:4](B(O)O)[CH:5]=[CH:6][CH:7]=1.[Br:11][C:12]1[CH:17]=[CH:16][CH:15]=[CH:14][C:13]=1[OH:18].CCN(CC)CC. Product: [F:1][C:2]1[CH:3]=[C:4]([CH:5]=[CH:6][CH:7]=1)[O:18][C:13]1[CH:14]=[CH:15][CH:16]=[CH:17][C:12]=1[Br:11]. The catalyst class is: 749. (4) Reactant: [N+:1]([C:4]1[CH:5]=[C:6]2[C:10](=[CH:11][CH:12]=1)[NH:9][CH:8]=[C:7]2[C:13]1[CH2:18][CH2:17][N:16](C(OC(C)(C)C)=O)[CH2:15][CH:14]=1)([O-:3])=[O:2].C(O)(C(F)(F)F)=O. Product: [N+:1]([C:4]1[CH:5]=[C:6]2[C:10](=[CH:11][CH:12]=1)[NH:9][CH:8]=[C:7]2[C:13]1[CH2:18][CH2:17][NH:16][CH2:15][CH:14]=1)([O-:3])=[O:2]. The catalyst class is: 2. (5) Reactant: [Cl:1][C:2]1[CH:3]=[C:4]([CH:8]([C:16]2[CH:20]=[C:19]([CH:21]3OCC[O:22]3)[S:18][C:17]=2[CH3:26])[NH:9][S:10]([C:12]([CH3:15])([CH3:14])[CH3:13])=[O:11])[CH:5]=[CH:6][CH:7]=1. Product: [Cl:1][C:2]1[CH:3]=[C:4]([CH:8]([C:16]2[CH:20]=[C:19]([CH:21]=[O:22])[S:18][C:17]=2[CH3:26])[NH:9][S:10]([C:12]([CH3:15])([CH3:14])[CH3:13])=[O:11])[CH:5]=[CH:6][CH:7]=1. The catalyst class is: 21. (6) Reactant: C(O[C:9]([N:11]1C=CC=[C:13]([C:17]([O:19][C:20]([CH3:23])([CH3:22])[CH3:21])=[O:18])[N:12]1[C:24](=[O:49])[CH:25]([N:38]1[C:42](=[O:43])[C:41]2=[CH:44][CH:45]=[CH:46][CH:47]=[C:40]2[C:39]1=[O:48])[CH2:26]NC(OCC1C=CC=CC=1)=O)=O)C1C=CC=CC=1.C=O. Product: [O:49]=[C:24]1[N:12]2[C@@H:13]([C:17]([O:19][C:20]([CH3:22])([CH3:23])[CH3:21])=[O:18])[NH:12][CH2:24][CH2:25][CH2:26][N:11]2[CH2:9][CH2:26][C@@H:25]1[N:38]1[C:42](=[O:43])[C:41]2=[CH:44][CH:45]=[CH:46][CH:47]=[C:40]2[C:39]1=[O:48]. The catalyst class is: 19. (7) Reactant: [NH2:1][C:2]1[CH:3]=[C:4]2[C:9](=[CH:10][CH:11]=1)[N:8]=[CH:7][C:6]([C:12]#[N:13])=[C:5]2[NH:14][C:15]1[CH:20]=[CH:19][C:18]([F:21])=[C:17]([Cl:22])[CH:16]=1.[CH:23]([C:25]1[C:26](=[O:32])[NH:27][C:28](=[O:31])[NH:29][CH:30]=1)=O.[BH3-]C#N.[Na+]. Product: [Cl:22][C:17]1[CH:16]=[C:15]([NH:14][C:5]2[C:4]3[C:9](=[CH:10][CH:11]=[C:2]([NH:1][CH2:23][C:25]4[C:26](=[O:32])[NH:27][C:28](=[O:31])[NH:29][CH:30]=4)[CH:3]=3)[N:8]=[CH:7][C:6]=2[C:12]#[N:13])[CH:20]=[CH:19][C:18]=1[F:21]. The catalyst class is: 301. (8) Reactant: [CH:1]([C:4]1[CH:9]=[CH:8][C:7]([OH:10])=[CH:6][CH:5]=1)([CH3:3])[CH3:2].[C:11](N1C=CN=C1)(N1C=CN=C1)=[O:12].[CH2:23]([O:30][C:31](=[O:48])[C:32]([CH3:47])([O:34][C:35]1[CH:40]=[CH:39][CH:38]=[C:37]([CH:41]2[CH2:46][CH2:45][CH2:44][NH:43][CH2:42]2)[CH:36]=1)[CH3:33])[C:24]1[CH:29]=[CH:28][CH:27]=[CH:26][CH:25]=1.Cl. Product: [CH:1]([C:4]1[CH:9]=[CH:8][C:7]([O:10][C:11]([N:43]2[CH2:44][CH2:45][CH2:46][CH:41]([C:37]3[CH:38]=[CH:39][CH:40]=[C:35]([O:34][C:32]([C:31]([O:30][CH2:23][C:24]4[CH:29]=[CH:28][CH:27]=[CH:26][CH:25]=4)=[O:48])([CH3:33])[CH3:47])[CH:36]=3)[CH2:42]2)=[O:12])=[CH:6][CH:5]=1)([CH3:3])[CH3:2]. The catalyst class is: 93. (9) Reactant: [NH2:1][C@@H:2]1[CH2:7][CH2:6][CH2:5][CH2:4][C@H:3]1[CH2:8][C:9]1[CH:14]=[CH:13][C:12]([N:15]2[S:19](=[O:21])(=[O:20])[N:18]([CH2:22][CH2:23][Si:24]([CH3:27])([CH3:26])[CH3:25])[C:17](=[O:28])[CH2:16]2)=[C:11]([O:29][CH2:30][C:31]2[CH:36]=[CH:35][CH:34]=[CH:33][CH:32]=2)[CH:10]=1.C(N(C(C)C)CC)(C)C.[C:46](Cl)(=[O:48])[CH3:47].C(OCC)(=O)C. Product: [CH2:30]([O:29][C:11]1[CH:10]=[C:9]([CH:14]=[CH:13][C:12]=1[N:15]1[CH2:16][C:17](=[O:28])[N:18]([CH2:22][CH2:23][Si:24]([CH3:26])([CH3:27])[CH3:25])[S:19]1(=[O:21])=[O:20])[CH2:8][C@@H:3]1[CH2:4][CH2:5][CH2:6][CH2:7][C@H:2]1[NH:1][C:46](=[O:48])[CH3:47])[C:31]1[CH:32]=[CH:33][CH:34]=[CH:35][CH:36]=1. The catalyst class is: 2.